This data is from Forward reaction prediction with 1.9M reactions from USPTO patents (1976-2016). The task is: Predict the product of the given reaction. (1) Given the reactants [Br:1][C:2]1[CH:11]=[CH:10][C:9]([N+:12]([O-])=O)=[CH:8][C:3]=1[C:4]([O:6][CH3:7])=[O:5].[In].[Cl-].[NH4+], predict the reaction product. The product is: [NH2:12][C:9]1[CH:10]=[CH:11][C:2]([Br:1])=[C:3]([CH:8]=1)[C:4]([O:6][CH3:7])=[O:5]. (2) Given the reactants [CH2:1]([NH:3][C:4]([C:6]1([CH3:11])[CH2:8][C:7]1([Cl:10])[Cl:9])=O)[CH3:2].S(Cl)([Cl:14])=O.[OH-].[Na+], predict the reaction product. The product is: [Cl:9][C:7]1([Cl:10])[CH2:8][C:6]1([CH3:11])[C:4]([Cl:14])=[N:3][CH2:1][CH3:2]. (3) Given the reactants C([SiH](CC)CC)C.[CH2:8]([C:15]1(O)[C:23]2[C:18](=[CH:19][CH:20]=[C:21]([Cl:24])[CH:22]=2)[C:17](=[O:25])[NH:16]1)[C:9]1[CH:14]=[CH:13][CH:12]=[CH:11][CH:10]=1.C(C1(O)C2C(=CC(Cl)=CC=2)C(=O)N1)C1C=CC=CC=1, predict the reaction product. The product is: [CH2:8]([CH:15]1[C:23]2[C:18](=[CH:19][CH:20]=[C:21]([Cl:24])[CH:22]=2)[C:17](=[O:25])[NH:16]1)[C:9]1[CH:10]=[CH:11][CH:12]=[CH:13][CH:14]=1. (4) Given the reactants O=O.[H-].[H-].[H-].[H-].[Li+].[Al+3].[CH2:9]([CH:11]([C:15](=[O:17])[CH3:16])[C:12](=[O:14])[CH3:13])[CH3:10].[OH-].[Na+], predict the reaction product. The product is: [CH2:9]([CH:11]([CH:15]([OH:17])[CH3:16])[CH:12]([OH:14])[CH3:13])[CH3:10]. (5) Given the reactants [CH3:1][CH:2]([CH3:17])[CH:3]([NH:7][C:8]([O:10]C1C=CC=CC=1)=O)[C:4]([OH:6])=[O:5].[Cl:18][CH2:19][CH2:20][CH2:21][NH:22][CH2:23][CH2:24][CH2:25][Cl:26], predict the reaction product. The product is: [Cl:18][CH2:19][CH2:20][CH2:21][N:22]([CH2:23][CH2:24][CH2:25][Cl:26])[C:8](=[O:10])[NH:7][CH:3]([CH:2]([CH3:1])[CH3:17])[C:4]([OH:6])=[O:5]. (6) Given the reactants S(=O)(=O)(O)O.[Cl:6][C:7]1[CH:21]=[CH:20][CH:19]=[CH:18][C:8]=1[CH2:9][NH:10][C:11](=[O:17])[CH:12](OC)OC.C([O-])(O)=O.[Na+], predict the reaction product. The product is: [Cl:6][C:7]1[CH:21]=[CH:20][CH:19]=[C:18]2[C:8]=1[CH:9]=[N:10][C:11]([OH:17])=[CH:12]2. (7) Given the reactants O.[OH-].[Li+].O.C([O:7][C:8]([C:10]1[CH:11]=[N:12][N:13]([C:15]2[NH:24][C:23](=[O:25])[C:22]3[C:17](=[CH:18][C:19]4[O:29][CH2:28][CH2:27][O:26][C:20]=4[CH:21]=3)[N:16]=2)[CH:14]=1)=[O:9])C, predict the reaction product. The product is: [O:25]=[C:23]1[C:22]2[C:17](=[CH:18][C:19]3[O:29][CH2:28][CH2:27][O:26][C:20]=3[CH:21]=2)[N:16]=[C:15]([N:13]2[CH:14]=[C:10]([C:8]([OH:9])=[O:7])[CH:11]=[N:12]2)[NH:24]1. (8) The product is: [Si:20]([O:27][CH2:28][C:29]1[N:38]([CH2:12][CH2:13][CH:14]2[CH2:15][S:16](=[O:18])(=[O:19])[CH2:17]2)[C:32]2=[N:33][CH:34]=[C:35]([Cl:37])[CH:36]=[C:31]2[CH:30]=1)([C:23]([CH3:26])([CH3:24])[CH3:25])([CH3:22])[CH3:21]. Given the reactants CC1C=CC(S(O[CH2:12][CH2:13][CH:14]2[CH2:17][S:16](=[O:19])(=[O:18])[CH2:15]2)(=O)=O)=CC=1.[Si:20]([O:27][CH2:28][C:29]1[NH:38][C:32]2=[N:33][CH:34]=[C:35]([Cl:37])[CH:36]=[C:31]2[CH:30]=1)([C:23]([CH3:26])([CH3:25])[CH3:24])([CH3:22])[CH3:21].C(=O)([O-])[O-].[K+].[K+], predict the reaction product. (9) Given the reactants Cl.[F:2][C:3]1[CH:8]=[C:7]([N:9]2[CH2:13][C@H:12]([CH2:14][NH:15][C:16](=[O:18])[CH3:17])[O:11][C:10]2=[O:19])[CH:6]=[CH:5][C:4]=1[C:20]1[CH:25]=[CH:24][C:23]([CH2:26][NH:27][CH2:28][C:29]2[N:30]=[N:31][N:32](CC3C=CC(OC)=CC=3)[CH:33]=2)=[CH:22][CH:21]=1, predict the reaction product. The product is: [F:2][C:3]1[CH:8]=[C:7]([N:9]2[CH2:13][C@H:12]([CH2:14][NH:15][C:16](=[O:18])[CH3:17])[O:11][C:10]2=[O:19])[CH:6]=[CH:5][C:4]=1[C:20]1[CH:25]=[CH:24][C:23]([CH2:26][NH:27][CH2:28][C:29]2[N:30]=[N:31][NH:32][CH:33]=2)=[CH:22][CH:21]=1. (10) Given the reactants O[C:2]1([C:8]([CH3:20])([CH3:19])[C:9]([O:11][CH2:12][C:13]2[CH:18]=[CH:17][CH:16]=[CH:15][CH:14]=2)=[O:10])[CH2:7][CH2:6][CH2:5][CH2:4][O:3]1.C([SiH](CC)CC)C.C(O)(C(F)(F)F)=O, predict the reaction product. The product is: [CH3:20][C:8]([CH:2]1[CH2:7][CH2:6][CH2:5][CH2:4][O:3]1)([CH3:19])[C:9]([O:11][CH2:12][C:13]1[CH:14]=[CH:15][CH:16]=[CH:17][CH:18]=1)=[O:10].